From a dataset of Catalyst prediction with 721,799 reactions and 888 catalyst types from USPTO. Predict which catalyst facilitates the given reaction. (1) Reactant: [C:1]([N:8]1[CH2:13][CH2:12][O:11][C@H:10]([C:14](O)=[O:15])[CH2:9]1)([O:3][C:4]([CH3:7])([CH3:6])[CH3:5])=[O:2].B. The catalyst class is: 1. Product: [OH:15][CH2:14][C@H:10]1[O:11][CH2:12][CH2:13][N:8]([C:1]([O:3][C:4]([CH3:7])([CH3:6])[CH3:5])=[O:2])[CH2:9]1. (2) Reactant: [CH3:1][C:2]1[C:6]([CH3:7])=[C:5]([NH:8][C:9](=[O:16])OCC(Cl)(Cl)Cl)[O:4][N:3]=1.[C:17]1([C:29]2[CH:34]=[CH:33][CH:32]=[CH:31][CH:30]=2)[CH:22]=[CH:21][C:20]([N:23]2[CH2:28][CH2:27][NH:26][CH2:25][CH2:24]2)=[CH:19][CH:18]=1.C(N(C(C)C)CC)(C)C.O. Product: [C:17]1([C:29]2[CH:34]=[CH:33][CH:32]=[CH:31][CH:30]=2)[CH:22]=[CH:21][C:20]([N:23]2[CH2:24][CH2:25][N:26]([C:9]([NH:8][C:5]3[O:4][N:3]=[C:2]([CH3:1])[C:6]=3[CH3:7])=[O:16])[CH2:27][CH2:28]2)=[CH:19][CH:18]=1. The catalyst class is: 16.